This data is from Forward reaction prediction with 1.9M reactions from USPTO patents (1976-2016). The task is: Predict the product of the given reaction. (1) Given the reactants [C:1]([O:5][C:6]([NH:8][CH2:9][CH:10]([O:19][S:20]([C:23]1[CH:28]=[CH:27][C:26]([CH3:29])=[CH:25][CH:24]=1)(=[O:22])=[O:21])[C:11]([F:18])([F:17])[C:12]([O:14]CC)=O)=[O:7])([CH3:4])([CH3:3])[CH3:2].C(OCC)(=O)C.Cl, predict the reaction product. The product is: [F:18][C:11]1([F:17])[CH:10]([O:19][S:20]([C:23]2[CH:24]=[CH:25][C:26]([CH3:29])=[CH:27][CH:28]=2)(=[O:21])=[O:22])[CH2:9][N:8]([C:6]([O:5][C:1]([CH3:2])([CH3:4])[CH3:3])=[O:7])[C:12]1=[O:14]. (2) Given the reactants [NH2:1][C:2]1[CH:3]=[CH:4][C:5]2[CH2:9][O:8][B:7]([OH:10])[C:6]=2[CH:11]=1.C(=O)([O-])[O-].[K+].[K+].[NH2:18][C:19]1[CH:20]=[C:21]([C:29]2[O:30][C:31]([CH3:34])=[N:32][N:33]=2)[C:22]([S:25](Cl)(=[O:27])=[O:26])=[N:23][CH:24]=1, predict the reaction product. The product is: [NH2:18][C:19]1[CH:20]=[C:21]([C:29]2[O:30][C:31]([CH3:34])=[N:32][N:33]=2)[C:22]([S:25]([NH:1][C:2]2[CH:3]=[CH:4][C:5]3[CH2:9][O:8][B:7]([OH:10])[C:6]=3[CH:11]=2)(=[O:27])=[O:26])=[N:23][CH:24]=1. (3) Given the reactants NC1N=C(CC2C=CC=CC=2)C=C(C)C=1[C:4]([NH2:6])=[O:5].[NH2:19][C:20]1[N:28]=[C:27]([CH3:29])[CH:26]=[C:25]([CH2:30][C:31]2[CH:36]=[CH:35][CH:34]=[CH:33][CH:32]=2)[C:21]=1C(N)=O.[OH-].[K+].C(OI(C1C=CC=CC=1)OC(=O)C)(=O)C, predict the reaction product. The product is: [CH2:30]([C:25]1[CH:26]=[C:27]([CH3:29])[N:28]=[C:20]2[NH:19][C:4](=[O:5])[NH:6][C:21]=12)[C:31]1[CH:32]=[CH:33][CH:34]=[CH:35][CH:36]=1. (4) The product is: [CH2:30]([NH:2][CH:3]1[CH2:7][CH2:6][N:5]([S:8]([C:11]2[C:12]3[C:13]([Br:21])=[CH:14][N:15]=[CH:16][C:17]=3[CH:18]=[CH:19][CH:20]=2)(=[O:10])=[O:9])[CH2:4]1)[CH:29]=[CH2:28]. Given the reactants Cl.[NH2:2][CH:3]1[CH2:7][CH2:6][N:5]([S:8]([C:11]2[C:12]3[C:13]([Br:21])=[CH:14][N:15]=[CH:16][C:17]=3[CH:18]=[CH:19][CH:20]=2)(=[O:10])=[O:9])[CH2:4]1.C(=O)([O-])[O-].[K+].[K+].[CH2:28](Br)[CH:29]=[CH2:30].C(Cl)(Cl)Cl, predict the reaction product. (5) Given the reactants [Cl:1][C:2]1[CH:10]=[C:9]([Cl:11])[CH:8]=[C:4]([C:5]([OH:7])=O)[C:3]=1[OH:12].O[NH:14][C:15]([C:17]1[C:22]([CH3:23])=[CH:21][CH:20]=[CH:19][N:18]=1)=[NH:16], predict the reaction product. The product is: [Cl:1][C:2]1[CH:10]=[C:9]([Cl:11])[CH:8]=[C:4]([C:5]2[O:7][N:16]=[C:15]([C:17]3[C:22]([CH3:23])=[CH:21][CH:20]=[CH:19][N:18]=3)[N:14]=2)[C:3]=1[OH:12]. (6) Given the reactants [C:1]([O:5][C:6]([N:8]1[CH2:12][CH2:11][CH2:10][CH:9]1[C:13]([OH:15])=O)=[O:7])([CH3:4])([CH3:3])[CH3:2].N1C=CC=CC=1.C(Cl)(=O)C(Cl)=O.[Br:28][C:29]1[CH:35]=[CH:34][C:32]([NH2:33])=[C:31]([C:36]([F:39])([F:38])[F:37])[CH:30]=1, predict the reaction product. The product is: [C:1]([O:5][C:6]([N:8]1[CH2:12][CH2:11][CH2:10][CH:9]1[C:13](=[O:15])[NH:33][C:32]1[CH:34]=[CH:35][C:29]([Br:28])=[CH:30][C:31]=1[C:36]([F:39])([F:37])[F:38])=[O:7])([CH3:2])([CH3:3])[CH3:4]. (7) Given the reactants [Cl:1][C:2]1[CH:29]=[CH:28][C:5]([CH2:6][N:7]2[CH:12]=[N:11][C:10]([N:13]3[CH2:18][CH:17]([OH:19])[C:16]([C:20]4[CH:25]=[CH:24][C:23]([F:26])=[CH:22][CH:21]=4)=[CH:15][CH2:14]3)=[N:9][C:8]2=[O:27])=[CH:4][CH:3]=1.CO.[H][H], predict the reaction product. The product is: [Cl:1][C:2]1[CH:29]=[CH:28][C:5]([CH2:6][N:7]2[CH:12]=[N:11][C:10]([N:13]3[CH2:14][CH2:15][CH:16]([C:20]4[CH:25]=[CH:24][C:23]([F:26])=[CH:22][CH:21]=4)[CH:17]([OH:19])[CH2:18]3)=[N:9][C:8]2=[O:27])=[CH:4][CH:3]=1. (8) Given the reactants [Br:1][C:2]1[C:3]([N:12]2[CH2:17][CH2:16][N:15]([CH2:18][C:19]3[N:20]=[C:21]([CH3:24])[S:22][CH:23]=3)[CH2:14][CH2:13]2)=[C:4]([N+:9]([O-])=O)[C:5]([NH2:8])=[N:6][CH:7]=1.CCO.[N:28]1([C:33]2[CH:40]=[CH:39][C:36]([CH:37]=O)=[CH:35][CH:34]=2)[CH:32]=[CH:31][CH:30]=[N:29]1.[O-]S(S([O-])=O)=O.[Na+].[Na+], predict the reaction product. The product is: [N:28]1([C:33]2[CH:40]=[CH:39][C:36]([C:37]3[NH:8][C:5]4=[N:6][CH:7]=[C:2]([Br:1])[C:3]([N:12]5[CH2:17][CH2:16][N:15]([CH2:18][C:19]6[N:20]=[C:21]([CH3:24])[S:22][CH:23]=6)[CH2:14][CH2:13]5)=[C:4]4[N:9]=3)=[CH:35][CH:34]=2)[CH:32]=[CH:31][CH:30]=[N:29]1. (9) Given the reactants [Br:1][CH:2]1[CH2:7][CH2:6][CH:5]([C:8]([O:10][CH3:11])=[O:9])[CH2:4][CH:3]1[OH:12].N1C=CC=CC=1.[C:19](Cl)(=[O:27])[O:20][C:21]1[CH:26]=[CH:25][CH:24]=[CH:23][CH:22]=1, predict the reaction product. The product is: [Br:1][CH:2]1[CH2:7][CH2:6][CH:5]([C:8]([O:10][CH3:11])=[O:9])[CH2:4][CH:3]1[O:12][C:19]([O:20][C:21]1[CH:26]=[CH:25][CH:24]=[CH:23][CH:22]=1)=[O:27].